This data is from Catalyst prediction with 721,799 reactions and 888 catalyst types from USPTO. The task is: Predict which catalyst facilitates the given reaction. (1) Reactant: [NH2:1][CH2:2][CH2:3][CH2:4][NH:5][C:6]([C:8]1[CH:12]=[C:11]([C:13]2[CH:18]=[C:17]([O:19][C:20]3[CH:25]=[C:24]([C:26]([NH:28][C:29]4[CH:34]=[C:33]([CH3:35])[CH:32]=[CH:31][C:30]=4[F:36])=[O:27])[CH:23]=[CH:22][C:21]=3[F:37])[CH:16]=[CH:15][N:14]=2)[NH:10][CH:9]=1)=[O:7].C(N(CC)C(C)C)(C)C.Br[CH2:48][C:49]([O:51][CH3:52])=[O:50].O. Product: [F:37][C:21]1[CH:22]=[CH:23][C:24]([C:26]([NH:28][C:29]2[CH:34]=[C:33]([CH3:35])[CH:32]=[CH:31][C:30]=2[F:36])=[O:27])=[CH:25][C:20]=1[O:19][C:17]1[CH:16]=[CH:15][N:14]=[C:13]([C:11]2[NH:10][CH:9]=[C:8]([C:6]([NH:5][CH2:4][CH2:3][CH2:2][NH:1][CH2:48][C:49]([O:51][CH3:52])=[O:50])=[O:7])[CH:12]=2)[CH:18]=1. The catalyst class is: 3. (2) Reactant: [CH2:1]([O:3][C:4]1[CH:5]=[C:6]([OH:13])[CH:7]=[C:8]([O:10][CH2:11][CH3:12])[CH:9]=1)[CH3:2].Br[CH:15]([C:20]1[CH:25]=[CH:24][C:23]([Br:26])=[CH:22][CH:21]=1)[C:16]([O:18][CH3:19])=[O:17].C(=O)([O-])[O-].[K+].[K+]. Product: [CH3:19][O:18][C:16](=[O:17])[CH:15]([C:20]1[CH:25]=[CH:24][C:23]([Br:26])=[CH:22][CH:21]=1)[O:13][C:6]1[CH:7]=[C:8]([O:10][CH2:11][CH3:12])[CH:9]=[C:4]([O:3][CH2:1][CH3:2])[CH:5]=1. The catalyst class is: 131. (3) Reactant: C1CCN2C(=NCCC2)CC1.[C:12]([O:16][C:17]([N:19]1[CH2:24][CH2:23][N:22]([CH2:25][C:26]2[C:31]([C:32]([F:35])([F:34])[F:33])=[CH:30][C:29]([C:36]([OH:38])=[O:37])=[C:28]([NH2:39])[C:27]=2[Cl:40])[CH2:21][CH2:20]1)=[O:18])([CH3:15])([CH3:14])[CH3:13].Cl[C:42](Cl)([O:44]C(=O)OC(Cl)(Cl)Cl)Cl.C(=O)(O)[O-].[Na+]. Product: [C:12]([O:16][C:17]([N:19]1[CH2:24][CH2:23][N:22]([CH2:25][C:26]2[C:31]([C:32]([F:34])([F:33])[F:35])=[CH:30][C:29]3[C:36](=[O:38])[O:37][C:42](=[O:44])[NH:39][C:28]=3[C:27]=2[Cl:40])[CH2:21][CH2:20]1)=[O:18])([CH3:15])([CH3:13])[CH3:14]. The catalyst class is: 1. (4) Reactant: [Cl:1][C:2]1[CH:7]=[C:6]([CH2:8][OH:9])[C:5]([OH:10])=[C:4]([CH2:11][OH:12])[CH:3]=1. Product: [Cl:1][C:2]1[CH:3]=[C:4]([CH:11]=[O:12])[C:5]([OH:10])=[C:6]([CH:8]=[O:9])[CH:7]=1. The catalyst class is: 428. (5) Reactant: [C:1]([C:3]1[CH:48]=[CH:47][C:6]([CH2:7][N:8]([CH2:21][C:22]2[CH:46]=[CH:45][C:25]([O:26][C:27]3[CH:28]=[C:29]([CH:33]=[C:34]([O:36][CH2:37][CH2:38][C:39]4[CH:40]=[N:41][CH:42]=[CH:43][CH:44]=4)[CH:35]=3)[C:30]([NH2:32])=O)=[CH:24][CH:23]=2)[C:9]2[CH:14]=[CH:13][CH:12]=[C:11]([NH:15][S:16]([CH3:19])(=[O:18])=[O:17])[C:10]=2[CH3:20])=[CH:5][CH:4]=1)#[N:2].O=P12OP3(OP(OP(O3)(O1)=O)(=O)O2)=O. Product: [C:30]([C:29]1[CH:28]=[C:27]([CH:35]=[C:34]([O:36][CH2:37][CH2:38][C:39]2[CH:40]=[N:41][CH:42]=[CH:43][CH:44]=2)[CH:33]=1)[O:26][C:25]1[CH:24]=[CH:23][C:22]([CH2:21][N:8]([CH2:7][C:6]2[CH:47]=[CH:48][C:3]([C:1]#[N:2])=[CH:4][CH:5]=2)[C:9]2[C:10]([CH3:20])=[C:11]([NH:15][S:16]([CH3:19])(=[O:18])=[O:17])[CH:12]=[CH:13][CH:14]=2)=[CH:46][CH:45]=1)#[N:32]. The catalyst class is: 3. (6) Reactant: [Cl:1][C:2]1[C:3]([F:38])=[C:4]([CH:35]=[CH:36][CH:37]=1)[NH:5][C:6]1[C:15]2[C:10](=[CH:11][C:12]([O:33][CH3:34])=[C:13]([O:16][C@H:17]3[CH2:21][N:20]([C:22](OC(C)(C)C)=O)[C@H:19]([C:29]([O:31][CH3:32])=[O:30])[CH2:18]3)[CH:14]=2)[N:9]=[CH:8][N:7]=1.C=O. Product: [Cl:1][C:2]1[C:3]([F:38])=[C:4]([CH:35]=[CH:36][CH:37]=1)[NH:5][C:6]1[C:15]2[C:10](=[CH:11][C:12]([O:33][CH3:34])=[C:13]([O:16][C@H:17]3[CH2:21][N:20]([CH3:22])[CH:19]([C:29]([O:31][CH3:32])=[O:30])[CH2:18]3)[CH:14]=2)[N:9]=[CH:8][N:7]=1. The catalyst class is: 106. (7) Reactant: [Cl:1][C:2]1[CH:3]=[C:4]([CH:9]([C:25]([F:28])([F:27])[F:26])/[CH:10]=[CH:11]/[C:12]2[CH:13]=[CH:14][C:15]([N:20]3[CH:24]=[N:23][CH:22]=[N:21]3)=[C:16]([CH:19]=2)[C:17]#[N:18])[CH:5]=[C:6]([Cl:8])[CH:7]=1.C([O-])(=O)C.[Na+].[Cl-].[OH:35][NH3+:36]. Product: [Cl:1][C:2]1[CH:3]=[C:4]([CH:9]([C:25]([F:27])([F:26])[F:28])/[CH:10]=[CH:11]/[C:12]2[CH:13]=[CH:14][C:15]([N:20]3[CH:24]=[N:23][CH:22]=[N:21]3)=[C:16]([CH:19]=2)/[C:17](=[N:36]/[OH:35])/[NH2:18])[CH:5]=[C:6]([Cl:8])[CH:7]=1. The catalyst class is: 40.